This data is from Forward reaction prediction with 1.9M reactions from USPTO patents (1976-2016). The task is: Predict the product of the given reaction. (1) Given the reactants [Li][CH2:2][CH2:3][CH2:4]C.[CH:6]1([C:11]([O:13][CH2:14][C:15]2[CH:20]=[CH:19][CH:18]=[CH:17][CH:16]=2)=[O:12])[CH2:10][CH2:9][CH2:8][CH2:7]1.C(Br)C#C.[Cl-].[NH4+], predict the reaction product. The product is: [CH2:4]([C:6]1([C:11]([O:13][CH2:14][C:15]2[CH:16]=[CH:17][CH:18]=[CH:19][CH:20]=2)=[O:12])[CH2:10][CH2:9][CH2:8][CH2:7]1)[C:3]#[CH:2]. (2) Given the reactants [OH:1][C@H:2]1[C@H:7]2[CH2:8][C@H:4]([C@@H:5]([C:16]([O:18][CH3:19])=[O:17])[N:6]2[C:9]([O:11][C:12]([CH3:15])([CH3:14])[CH3:13])=[O:10])[CH2:3]1.[C:20](Cl)(=[S:28])[O:21][C:22]1[CH:27]=[CH:26][CH:25]=[CH:24][CH:23]=1, predict the reaction product. The product is: [O:21]([C:20]([O:1][C@H:2]1[C@H:7]2[CH2:8][C@H:4]([C@@H:5]([C:16]([O:18][CH3:19])=[O:17])[N:6]2[C:9]([O:11][C:12]([CH3:13])([CH3:14])[CH3:15])=[O:10])[CH2:3]1)=[S:28])[C:22]1[CH:27]=[CH:26][CH:25]=[CH:24][CH:23]=1. (3) Given the reactants [F:1][CH2:2][C@@H:3]1[C@@H:11]2[C@@:6]([C:21]3[CH:26]=[CH:25][CH:24]=[CH:23][C:22]=3[F:27])([N:7]=[C:8]([NH:12]C(=O)C3C=CC=CC=3)[S:9][CH2:10]2)[CH2:5][O:4]1.N12CCCN=C1CCCCC2, predict the reaction product. The product is: [F:1][CH2:2][C@@H:3]1[C@@H:11]2[C@@:6]([C:21]3[CH:26]=[CH:25][CH:24]=[CH:23][C:22]=3[F:27])([N:7]=[C:8]([NH2:12])[S:9][CH2:10]2)[CH2:5][O:4]1.